This data is from NCI-60 drug combinations with 297,098 pairs across 59 cell lines. The task is: Regression. Given two drug SMILES strings and cell line genomic features, predict the synergy score measuring deviation from expected non-interaction effect. (1) Drug 1: C1CN(CCN1C(=O)CCBr)C(=O)CCBr. Drug 2: CC1=C(C(=O)C2=C(C1=O)N3CC4C(C3(C2COC(=O)N)OC)N4)N. Cell line: LOX IMVI. Synergy scores: CSS=49.8, Synergy_ZIP=-12.5, Synergy_Bliss=-11.8, Synergy_Loewe=-7.17, Synergy_HSA=-4.75. (2) Drug 1: C1CCN(CC1)CCOC2=CC=C(C=C2)C(=O)C3=C(SC4=C3C=CC(=C4)O)C5=CC=C(C=C5)O. Drug 2: CNC(=O)C1=NC=CC(=C1)OC2=CC=C(C=C2)NC(=O)NC3=CC(=C(C=C3)Cl)C(F)(F)F. Cell line: CAKI-1. Synergy scores: CSS=51.0, Synergy_ZIP=-2.63, Synergy_Bliss=-9.19, Synergy_Loewe=-10.6, Synergy_HSA=-7.46. (3) Drug 1: C1=CN(C=N1)CC(O)(P(=O)(O)O)P(=O)(O)O. Drug 2: C1CC(=O)NC(=O)C1N2C(=O)C3=CC=CC=C3C2=O. Cell line: UO-31. Synergy scores: CSS=-1.16, Synergy_ZIP=1.87, Synergy_Bliss=0.964, Synergy_Loewe=-0.281, Synergy_HSA=-1.92. (4) Drug 1: C1=C(C(=O)NC(=O)N1)F. Drug 2: CC12CCC3C(C1CCC2O)C(CC4=C3C=CC(=C4)O)CCCCCCCCCS(=O)CCCC(C(F)(F)F)(F)F. Cell line: OVCAR-4. Synergy scores: CSS=41.8, Synergy_ZIP=-3.26, Synergy_Bliss=-7.64, Synergy_Loewe=-7.96, Synergy_HSA=-7.23. (5) Drug 1: C1CC(C1)(C(=O)O)C(=O)O.[NH2-].[NH2-].[Pt+2]. Drug 2: CN1C2=C(C=C(C=C2)N(CCCl)CCCl)N=C1CCCC(=O)O.Cl. Cell line: MDA-MB-435. Synergy scores: CSS=0.416, Synergy_ZIP=-0.167, Synergy_Bliss=-0.843, Synergy_Loewe=-0.326, Synergy_HSA=-2.30. (6) Drug 1: CC1=CC2C(CCC3(C2CCC3(C(=O)C)OC(=O)C)C)C4(C1=CC(=O)CC4)C. Drug 2: C1CN(P(=O)(OC1)NCCCl)CCCl. Cell line: BT-549. Synergy scores: CSS=1.07, Synergy_ZIP=1.10, Synergy_Bliss=1.20, Synergy_Loewe=-0.906, Synergy_HSA=-1.19. (7) Drug 1: C1=NC2=C(N1)C(=S)N=C(N2)N. Drug 2: CC1=C(C=C(C=C1)NC(=O)C2=CC=C(C=C2)CN3CCN(CC3)C)NC4=NC=CC(=N4)C5=CN=CC=C5. Cell line: BT-549. Synergy scores: CSS=8.92, Synergy_ZIP=-5.12, Synergy_Bliss=1.91, Synergy_Loewe=-12.5, Synergy_HSA=-2.16.